This data is from Full USPTO retrosynthesis dataset with 1.9M reactions from patents (1976-2016). The task is: Predict the reactants needed to synthesize the given product. Given the product [CH3:29][O:28][C:25]1[CH:24]=[CH:23][C:22]([C:13]2[C:14]3[CH:15]([C:16]4[CH:21]=[CH:20][CH:19]=[CH:18][CH:17]=4)[N:8]([C:5]4[CH:6]=[CH:7][C:2]([C:50]5[O:31][CH:35]=[CH:34][N:33]=5)=[CH:3][CH:4]=4)[C:9](=[O:30])[C:10]=3[NH:11][N:12]=2)=[CH:27][CH:26]=1, predict the reactants needed to synthesize it. The reactants are: Br[C:2]1[CH:7]=[CH:6][C:5]([N:8]2[CH:15]([C:16]3[CH:21]=[CH:20][CH:19]=[CH:18][CH:17]=3)[C:14]3[C:13]([C:22]4[CH:27]=[CH:26][C:25]([O:28][CH3:29])=[CH:24][CH:23]=4)=[N:12][NH:11][C:10]=3[C:9]2=[O:30])=[CH:4][CH:3]=1.[O:31]1[CH:35]=[CH:34][NH:33]N1[Sn](CCCC)(CCCC)CCCC.O1C=CC=[C:50]1P(C1OC=CC=1)C1OC=CC=1.